From a dataset of Full USPTO retrosynthesis dataset with 1.9M reactions from patents (1976-2016). Predict the reactants needed to synthesize the given product. Given the product [F:28][C:24]1[CH:25]=[CH:26][CH:27]=[C:2]([F:1])[C:3]=1[C:4]([NH:6][C:7]1[CH:11]=[CH:10][N:9]([CH2:12][C:13]2[CH:18]=[CH:17][C:16]([O:19][CH2:36][CH2:37][CH2:38][C:39]([O:41][CH2:42][CH3:43])=[O:40])=[CH:15][C:14]=2[C:20]([F:23])([F:21])[F:22])[N:8]=1)=[O:5], predict the reactants needed to synthesize it. The reactants are: [F:1][C:2]1[CH:27]=[CH:26][CH:25]=[C:24]([F:28])[C:3]=1[C:4]([NH:6][C:7]1[CH:11]=[CH:10][N:9]([CH2:12][C:13]2[CH:18]=[CH:17][C:16]([OH:19])=[CH:15][C:14]=2[C:20]([F:23])([F:22])[F:21])[N:8]=1)=[O:5].CC(C)([O-])C.[K+].Br[CH2:36][CH2:37][CH2:38][C:39]([O:41][CH2:42][CH3:43])=[O:40].